Predict the product of the given reaction. From a dataset of Forward reaction prediction with 1.9M reactions from USPTO patents (1976-2016). Given the reactants [O:1]1[CH2:6][CH2:5][CH2:4][CH2:3][CH:2]1[O:7][CH2:8][CH2:9][N:10]1[CH:14]=[C:13]([C:15]2[CH:16]=[CH:17][C:18]3[N:19]([CH:21]=[N:22][N:23]=3)[CH:20]=2)[CH:12]=[N:11]1.[Br:24]N1C(=O)CCC1=O, predict the reaction product. The product is: [Br:24][C:21]1[N:19]2[CH:20]=[C:15]([C:13]3[CH:12]=[N:11][N:10]([CH2:9][CH2:8][O:7][CH:2]4[CH2:3][CH2:4][CH2:5][CH2:6][O:1]4)[CH:14]=3)[CH:16]=[CH:17][C:18]2=[N:23][N:22]=1.